Dataset: Full USPTO retrosynthesis dataset with 1.9M reactions from patents (1976-2016). Task: Predict the reactants needed to synthesize the given product. (1) The reactants are: [CH2:1]([O:8][C:9]1[CH:14]=[CH:13][NH:12][C:11](=[O:15])[CH:10]=1)[C:2]1[CH:7]=[CH:6][CH:5]=[CH:4][CH:3]=1.[C:16]([O-])([O-])=O.[K+].[K+].CI. Given the product [CH2:1]([O:8][C:9]1[CH:14]=[CH:13][N:12]([CH3:16])[C:11](=[O:15])[CH:10]=1)[C:2]1[CH:3]=[CH:4][CH:5]=[CH:6][CH:7]=1, predict the reactants needed to synthesize it. (2) The reactants are: [Br:1][C:2]1[C:10]2[C:5](=[N:6][C:7]([CH3:21])=[CH:8][C:9]=2[NH:11][S:12]([C:15]2[CH:20]=[CH:19][CH:18]=[CH:17][CH:16]=2)(=[O:14])=[O:13])[S:4][C:3]=1[C:22]1[CH:23]=[N:24][NH:25][CH:26]=1.[CH3:27][C:28]([O:31][C:32](O[C:32]([O:31][C:28]([CH3:30])([CH3:29])[CH3:27])=[O:33])=[O:33])([CH3:30])[CH3:29].CCN(CC)CC. Given the product [Br:1][C:2]1[C:10]2[C:5](=[N:6][C:7]([CH3:21])=[CH:8][C:9]=2[NH:11][S:12]([C:15]2[CH:20]=[CH:19][CH:18]=[CH:17][CH:16]=2)(=[O:14])=[O:13])[S:4][C:3]=1[C:22]1[CH:23]=[N:24][N:25]([C:32]([O:31][C:28]([CH3:30])([CH3:29])[CH3:27])=[O:33])[CH:26]=1, predict the reactants needed to synthesize it. (3) Given the product [C:10]1([C:16]2[C:17](=[O:18])[NH:9][C:5]3[C:6]([C:22]=2[OH:23])=[CH:7][CH:8]=[C:3]([O:2][CH3:1])[CH:4]=3)[CH:15]=[CH:14][CH:13]=[CH:12][CH:11]=1, predict the reactants needed to synthesize it. The reactants are: [CH3:1][O:2][C:3]1[CH:8]=[CH:7][CH:6]=[C:5]([NH2:9])[CH:4]=1.[C:10]1([CH:16]([C:22](OCC)=[O:23])[C:17](OCC)=[O:18])[CH:15]=[CH:14][CH:13]=[CH:12][CH:11]=1. (4) Given the product [F:1][C:2]1[CH:3]=[C:4]([N:9]2[CH2:13][C@H:12]([CH2:14][NH:15][C:16](=[O:18])[CH3:17])[O:11][C:10]2=[O:19])[CH:5]=[CH:6][C:7]=1[B:23]1[O:24][C:25]([CH3:27])([CH3:26])[C:21]([CH3:28])([CH3:20])[O:22]1, predict the reactants needed to synthesize it. The reactants are: [F:1][C:2]1[CH:3]=[C:4]([N:9]2[CH2:13][C@H:12]([CH2:14][NH:15][C:16](=[O:18])[CH3:17])[O:11][C:10]2=[O:19])[CH:5]=[CH:6][C:7]=1I.[CH3:20][C:21]1([CH3:28])[C:25]([CH3:27])([CH3:26])[O:24][BH:23][O:22]1.C(N(CC)CC)C. (5) Given the product [CH:5]1([NH:6][S:7]([NH:10][C@@H:11]([CH2:22][C:23]2[O:24][C:25]([CH2:28][C:29]3[S:30][C:31]4[CH:37]=[C:36]([C:38]5[CH:39]=[CH:40][CH:41]=[CH:42][CH:43]=5)[CH:35]=[CH:34][C:32]=4[N:33]=3)=[N:26][N:27]=2)[C:12]([O:14][CH2:15][C:16]2[CH:21]=[CH:20][CH:19]=[CH:18][CH:17]=2)=[O:13])(=[O:8])=[O:9])[CH2:4][CH2:44]1, predict the reactants needed to synthesize it. The reactants are: O=C1[N:6]([S:7]([NH:10][C@@H:11]([CH2:22][C:23]2[O:24][C:25]([CH2:28][C:29]3[S:30][C:31]4[CH:37]=[C:36]([C:38]5[CH:43]=[CH:42][CH:41]=[CH:40][CH:39]=5)[CH:35]=[CH:34][C:32]=4[N:33]=3)=[N:26][N:27]=2)[C:12]([O:14][CH2:15][C:16]2[CH:21]=[CH:20][CH:19]=[CH:18][CH:17]=2)=[O:13])(=[O:9])=[O:8])[CH2:5][CH2:4]O1.[CH:44]1(N)CC1. (6) Given the product [CH:1]([C:4]1[CH:9]=[CH:8][CH:7]=[CH:6][C:5]=1[N:10]1[CH2:17][CH2:16][CH2:15][S:12][C:11]1=[NH:13])([CH3:3])[CH3:2], predict the reactants needed to synthesize it. The reactants are: [CH:1]([C:4]1[CH:9]=[CH:8][CH:7]=[CH:6][C:5]=1[NH:10][C:11]([NH2:13])=[S:12])([CH3:3])[CH3:2].Br[CH2:15][CH2:16][CH:17](Br)C. (7) Given the product [F:1][C:2]1[CH:3]=[C:4]([F:14])[C:5]2[S:9][C:8]([C:10]([N:17]([O:18][CH3:19])[CH3:16])=[O:11])=[CH:7][C:6]=2[CH:13]=1, predict the reactants needed to synthesize it. The reactants are: [F:1][C:2]1[CH:3]=[C:4]([F:14])[C:5]2[S:9][C:8]([C:10](O)=[O:11])=[CH:7][C:6]=2[CH:13]=1.Cl.[CH3:16][NH:17][O:18][CH3:19].Cl.C(N=C=NCCCN(C)C)C.ON1C2C=CC=CC=2N=N1.C(N(CC)CC)C.Cl. (8) Given the product [CH2:1]([S:3][C:4]1[CH:21]=[CH:20][CH:19]=[CH:18][C:5]=1[C:6]1[N:16]([CH3:17])[C:10]2=[N:11][CH:12]=[C:13]([CH3:15])[CH:14]=[C:9]2[N:8]=1)[CH3:2], predict the reactants needed to synthesize it. The reactants are: [CH2:1]([S:3][C:4]1[CH:21]=[CH:20][CH:19]=[CH:18][C:5]=1[C:6]([NH:8][C:9]1[C:10]([NH:16][CH3:17])=[N:11][CH:12]=[C:13]([CH3:15])[CH:14]=1)=O)[CH3:2].P([O-])([O-])([O-])=O.[K+].[K+].[K+].C(O)(C)(C)C. (9) Given the product [CH3:8][O:9][CH2:10][CH2:11][N:12]1[CH:6]([C:2]2[S:1][CH:5]=[CH:4][CH:3]=2)[CH:14]([C:13]([NH:31][C:30]2[CH:32]=[CH:33][C:27]([C:26]([F:25])([F:34])[F:35])=[CH:28][CH:29]=2)=[O:24])[C:15]2[C:16](=[CH:20][CH:21]=[CH:22][CH:23]=2)[C:17]1=[O:19], predict the reactants needed to synthesize it. The reactants are: [S:1]1[CH:5]=[CH:4][CH:3]=[C:2]1[CH:6]=O.[CH3:8][O:9][CH2:10][CH2:11][NH2:12].[C:13]1(=[O:24])[O:19][C:17](=O)[C:16]2=[CH:20][CH:21]=[CH:22][CH:23]=[C:15]2[CH2:14]1.[F:25][C:26]([F:35])([F:34])[C:27]1[CH:33]=[CH:32][C:30]([NH2:31])=[CH:29][CH:28]=1. (10) Given the product [CH3:1][O:2][C:3](=[O:14])[C:4]1[CH:9]=[C:8]([N:15]2[CH:19]=[CH:18][CH:17]=[N:16]2)[CH:7]=[CH:6][C:5]=1[N+:11]([O-:13])=[O:12], predict the reactants needed to synthesize it. The reactants are: [CH3:1][O:2][C:3](=[O:14])[C:4]1[CH:9]=[C:8](F)[CH:7]=[CH:6][C:5]=1[N+:11]([O-:13])=[O:12].[NH:15]1[CH:19]=[CH:18][CH:17]=[N:16]1.C(=O)([O-])[O-].[K+].[K+].CCOC(C)=O.